Dataset: Full USPTO retrosynthesis dataset with 1.9M reactions from patents (1976-2016). Task: Predict the reactants needed to synthesize the given product. (1) The reactants are: [C:1]([O:5][CH3:6])(=[O:4])[CH:2]=[CH2:3].[F:7][C:8]([F:19])([F:18])[C:9]([C:14]([F:17])([F:16])[F:15])([OH:13])[CH2:10]C=C. Given the product [F:7][C:8]([F:18])([F:19])[C:9]([OH:13])([C:14]([F:16])([F:15])[F:17])[CH2:10]/[CH:3]=[CH:2]/[C:1]([O:5][CH3:6])=[O:4], predict the reactants needed to synthesize it. (2) Given the product [OH:4][CH2:5][C@@H:6]1[C@@H:11]([OH:12])[C@H:10]([OH:16])[C@H:9]([OH:20])[C@@H:8]([C:24]2[CH:29]=[CH:28][CH:27]=[C:26]([C:30]#[C:31][C:32]3[CH:37]=[CH:36][CH:35]=[CH:34][CH:33]=3)[CH:25]=2)[O:7]1, predict the reactants needed to synthesize it. The reactants are: C([O:4][CH2:5][C@@H:6]1[C@@H:11]([O:12]C(=O)C)[C@H:10]([O:16]C(=O)C)[C@H:9]([O:20]C(=O)C)[C@@H:8]([C:24]2[CH:29]=[CH:28][CH:27]=[C:26]([C:30]#[C:31][C:32]3[CH:37]=[CH:36][CH:35]=[CH:34][CH:33]=3)[CH:25]=2)[O:7]1)(=O)C.C[O-].[Na+]. (3) Given the product [C:4]([CH2:5][CH2:6][NH:7][C:8]([C@:10]12[CH2:45][CH2:44][C@@H:43]([C:46]([CH2:48][O:49][CH2:50][CH2:51][N:52]3[CH2:53][CH2:54][O:55][CH2:56][CH2:57]3)=[CH2:47])[C@@H:11]1[C@@H:12]1[C@@:25]([CH3:28])([CH2:26][CH2:27]2)[C@@:24]2([CH3:29])[C@@H:15]([C@:16]3([CH3:42])[C@@H:21]([CH2:22][CH2:23]2)[C:20]([CH3:31])([CH3:30])[C:19]([C:32]2[CH:41]=[CH:40][C:35]([C:36]([OH:38])=[O:37])=[CH:34][CH:33]=2)=[CH:18][CH2:17]3)[CH2:14][CH2:13]1)=[O:9])([OH:58])=[O:3], predict the reactants needed to synthesize it. The reactants are: C([O:3][C:4](=[O:58])[CH2:5][CH2:6][NH:7][C:8]([C@:10]12[CH2:45][CH2:44][C@@H:43]([C:46]([CH2:48][O:49][CH2:50][CH2:51][N:52]3[CH2:57][CH2:56][O:55][CH2:54][CH2:53]3)=[CH2:47])[C@@H:11]1[C@@H:12]1[C@@:25]([CH3:28])([CH2:26][CH2:27]2)[C@@:24]2([CH3:29])[C@@H:15]([C@:16]3([CH3:42])[C@@H:21]([CH2:22][CH2:23]2)[C:20]([CH3:31])([CH3:30])[C:19]([C:32]2[CH:41]=[CH:40][C:35]([C:36]([O:38]C)=[O:37])=[CH:34][CH:33]=2)=[CH:18][CH2:17]3)[CH2:14][CH2:13]1)=[O:9])C.[OH-].[Na+]. (4) Given the product [CH3:1][O:2][C:3](=[O:12])[CH2:4][C:5]1[CH:6]=[C:7]([C:67]2[CH:66]=[CH:65][C:64]([C:61]([CH2:79][CH3:80])([C:58]3[CH:59]=[CH:60][C:55](/[CH:54]=[CH:53]/[C:52]([CH2:82][CH3:83])([OH:84])[CH2:50][CH3:51])=[C:56]([CH3:81])[CH:57]=3)[CH2:62][CH3:63])=[CH:69][CH:68]=2)[CH:8]=[CH:9][CH:10]=1, predict the reactants needed to synthesize it. The reactants are: [CH3:1][O:2][C:3](=[O:12])[CH2:4][C:5]1[CH:10]=[CH:9][CH:8]=[C:7](Br)[CH:6]=1.C1(P(C2CCCCC2)C2C=CC=CC=2C2C(OC)=CC=CC=2OC)CCCCC1.P([O-])([O-])([O-])=O.[K+].[K+].[K+].[CH2:50]([C:52]([OH:84])([CH2:82][CH3:83])[CH:53]=[CH:54][C:55]1[CH:60]=[CH:59][C:58]([C:61]([CH2:79][CH3:80])([C:64]2[CH:69]=[CH:68][C:67](B3OC(C)(C)C(C)(C)O3)=[CH:66][CH:65]=2)[CH2:62][CH3:63])=[CH:57][C:56]=1[CH3:81])[CH3:51].C(=O)(O)[O-].[Na+].